Dataset: Forward reaction prediction with 1.9M reactions from USPTO patents (1976-2016). Task: Predict the product of the given reaction. (1) Given the reactants [CH:1]1([C:4]([N:6]2[C:15]3[C:10](=[C:11]([O:21][C:22]4[CH:27]=[CH:26][CH:25]=[CH:24][CH:23]=4)[C:12]([C:16]4[CH:17]=[N:18][NH:19][CH:20]=4)=[CH:13][CH:14]=3)[CH2:9][CH2:8][C@@H:7]2[CH3:28])=[O:5])[CH2:3][CH2:2]1.C(=O)([O-])[O-].[Cs+].[Cs+].CN(C)C=O.Br[CH:41]1[CH2:46][CH2:45][S:44](=[O:48])(=[O:47])[CH2:43][CH2:42]1, predict the reaction product. The product is: [CH:1]1([C:4]([N:6]2[C:15]3[C:10](=[C:11]([O:21][C:22]4[CH:27]=[CH:26][CH:25]=[CH:24][CH:23]=4)[C:12]([C:16]4[CH:20]=[N:19][N:18]([CH:42]5[CH2:41][CH2:46][CH2:45][S:44](=[O:48])(=[O:47])[CH2:43]5)[CH:17]=4)=[CH:13][CH:14]=3)[CH2:9][CH2:8][C@@H:7]2[CH3:28])=[O:5])[CH2:2][CH2:3]1. (2) Given the reactants [CH2:1]([O:3][C:4]1[CH:5]=[C:6]([CH:9]=[CH:10][C:11]=1[O:12][CH2:13][CH2:14][CH2:15][CH2:16][CH2:17][CH2:18][OH:19])[CH:7]=O)[CH3:2].[O:20]1[C:24]2[CH:25]=[CH:26][C:27]([CH2:29][C:30]#[N:31])=[CH:28][C:23]=2[O:22][CH2:21]1, predict the reaction product. The product is: [O:20]1[C:24]2[CH:25]=[CH:26][C:27](/[C:29](=[CH:7]/[C:6]3[CH:9]=[CH:10][C:11]([O:12][CH2:13][CH2:14][CH2:15][CH2:16][CH2:17][CH2:18][OH:19])=[C:4]([O:3][CH2:1][CH3:2])[CH:5]=3)/[C:30]#[N:31])=[CH:28][C:23]=2[O:22][CH2:21]1. (3) Given the reactants NN.[C:3]([O:9][C:10]([CH3:13])([CH3:12])[CH3:11])(=[O:8])[CH2:4][C:5]([O-:7])=O.[OH2:14].O[N:16]1[C:20]2[CH:21]=CC=CC=2N=[N:17]1.[CH2:25]([N:27]([CH2:30][CH3:31])[CH2:28][CH3:29])[CH3:26].Cl.CN(C)[CH2:35][CH2:36][CH2:37][N:38]=C=NCC, predict the reaction product. The product is: [C:10]([O:9][C:3](=[O:8])[CH2:4][C:5](=[O:7])[NH:17][NH:16][C:20]([CH:21]1[CH2:29][CH2:28][N:27]([C:30]2[CH:31]=[CH:35][CH:36]=[CH:37][N:38]=2)[CH2:25][CH2:26]1)=[O:14])([CH3:13])([CH3:12])[CH3:11]. (4) Given the reactants [N+:1]([C:4]1[CH:8]=[N:7][NH:6][C:5]=1[NH2:9])([O-:3])=[O:2].CN(C)[CH:12]=[CH:13][C:14]([C:16]1[CH:17]=[C:18]([N:22]([CH2:32][CH3:33])[S:23]([C:26]2[CH:31]=[CH:30][CH:29]=[CH:28][CH:27]=2)(=[O:25])=[O:24])[CH:19]=[CH:20][CH:21]=1)=O.C(OCC)(=O)C, predict the reaction product. The product is: [CH2:32]([N:22]([C:18]1[CH:19]=[CH:20][CH:21]=[C:16]([C:14]2[N:6]3[N:7]=[CH:8][C:4]([N+:1]([O-:3])=[O:2])=[C:5]3[N:9]=[CH:12][CH:13]=2)[CH:17]=1)[S:23]([C:26]1[CH:31]=[CH:30][CH:29]=[CH:28][CH:27]=1)(=[O:25])=[O:24])[CH3:33]. (5) Given the reactants [Cl:1][C:2]1[C:7]2[O:8][C:9]3[CH2:14][CH2:13][N:12](CC4C=CC(OC)=CC=4)[CH:11]([CH2:24][F:25])[C:10]=3[C:6]=2[CH:5]=[C:4]([S:26]([C:29]2[CH:34]=[CH:33][CH:32]=[CH:31][CH:30]=2)(=[O:28])=[O:27])[CH:3]=1, predict the reaction product. The product is: [Cl:1][C:2]1[C:7]2[O:8][C:9]3[CH2:14][CH2:13][NH:12][CH:11]([CH2:24][F:25])[C:10]=3[C:6]=2[CH:5]=[C:4]([S:26]([C:29]2[CH:34]=[CH:33][CH:32]=[CH:31][CH:30]=2)(=[O:27])=[O:28])[CH:3]=1. (6) Given the reactants C([O:4][C:5]1[C:14]([CH3:15])=[C:13]2[C:8]([C@@H:9]([OH:24])[C@H:10]([C:16]3[CH:21]=[CH:20][C:19]([O:22][CH3:23])=[CH:18][CH:17]=3)[CH2:11][O:12]2)=[CH:7][CH:6]=1)(=O)C.N1C=CN=C1, predict the reaction product. The product is: [OH:4][C:5]1[C:14]([CH3:15])=[C:13]2[C:8]([C@@H:9]([OH:24])[C@H:10]([C:16]3[CH:21]=[CH:20][C:19]([O:22][CH3:23])=[CH:18][CH:17]=3)[CH2:11][O:12]2)=[CH:7][CH:6]=1.